Dataset: Catalyst prediction with 721,799 reactions and 888 catalyst types from USPTO. Task: Predict which catalyst facilitates the given reaction. (1) Reactant: [CH3:1][C:2]1[CH:7]=[CH:6][C:5]([S:8]([O:11][CH2:12][CH:13]2[CH2:17][C:16]3[C:18]([F:23])=[CH:19][CH:20]=[C:21](Br)[C:15]=3[O:14]2)(=[O:10])=[O:9])=[CH:4][CH:3]=1.[CH3:24][C:25]1[CH:30]=[CH:29][CH:28]=[CH:27][C:26]=1B(O)O.C(=O)([O-])[O-].[K+].[K+].CC1C=CC(S(OCC2CC3C(C4C=CC=CC=4)=CC=CC=3O2)(=O)=O)=CC=1. Product: [CH3:1][C:2]1[CH:7]=[CH:6][C:5]([S:8]([O:11][CH2:12][CH:13]2[CH2:17][C:16]3[C:18]([F:23])=[CH:19][CH:20]=[C:21]([C:26]4[CH:27]=[CH:28][CH:29]=[CH:30][C:25]=4[CH3:24])[C:15]=3[O:14]2)(=[O:10])=[O:9])=[CH:4][CH:3]=1. The catalyst class is: 608. (2) Reactant: [N+:1]([C:4]1[CH:13]=[CH:12][CH:11]=[C:6]([C:7]([NH:9][NH2:10])=[O:8])[C:5]=1[OH:14])([O-:3])=[O:2].[C:15]([C:18]1[CH:23]=[CH:22][CH:21]=[CH:20][CH:19]=1)(=O)[CH3:16].C1(C)C=CC(S(O)(=O)=O)=CC=1. Product: [C:18]1([C:15](=[N:10][NH:9][C:7](=[O:8])[C:6]2[C:5](=[C:4]([N+:1]([O-:3])=[O:2])[CH:13]=[CH:12][CH:11]=2)[OH:14])[CH3:16])[CH:23]=[CH:22][CH:21]=[CH:20][CH:19]=1. The catalyst class is: 8. (3) Reactant: [F:1][C:2]([F:10])([CH2:6][C:7]([OH:9])=[O:8])[C:3]([OH:5])=[O:4].[CH:11]1(N=C=NC2CCCCC2)CCCCC1. Product: [CH3:11][O:4][C:3](=[O:5])[C:2]([F:10])([F:1])[CH2:6][C:7]([OH:9])=[O:8]. The catalyst class is: 1. (4) Reactant: [CH:1]([C:4]1[C:8]([C:9](OCC)=[O:10])=[CH:7][N:6]([C:14]2[CH:19]=[CH:18][C:17]([C:20]([F:23])([F:22])[F:21])=[CH:16][CH:15]=2)[N:5]=1)([CH3:3])[CH3:2].[H-].[Al+3].[Li+].[H-].[H-].[H-].O.O.O.O.O.O.O.O.O.O.[O-]S([O-])(=O)=O.[Na+].[Na+]. Product: [CH:1]([C:4]1[C:8]([CH2:9][OH:10])=[CH:7][N:6]([C:14]2[CH:19]=[CH:18][C:17]([C:20]([F:22])([F:23])[F:21])=[CH:16][CH:15]=2)[N:5]=1)([CH3:3])[CH3:2]. The catalyst class is: 7.